From a dataset of Catalyst prediction with 721,799 reactions and 888 catalyst types from USPTO. Predict which catalyst facilitates the given reaction. (1) Reactant: [CH3:1]N(C=O)C.C(Cl)(=O)C(Cl)=O.[CH2:12]([O:19][C:20]1[CH:29]=[C:28]2[C:23](C(=O)N[CH:26]=[N:27]2)=[CH:22][C:21]=1[O:31][CH3:32])[C:13]1[CH:18]=[CH:17][CH:16]=[CH:15][CH:14]=1.O.[CH:34]([Cl:37])(Cl)Cl. Product: [CH2:12]([O:19][C:20]1[CH:29]=[C:28]2[C:23]([C:34]([Cl:37])=[CH:1][CH:26]=[N:27]2)=[CH:22][C:21]=1[O:31][CH3:32])[C:13]1[CH:18]=[CH:17][CH:16]=[CH:15][CH:14]=1. The catalyst class is: 2. (2) Reactant: Cl[C:2]1[N:7]=[C:6]([NH:8][C:9]2[CH:13]=[C:12]([CH3:14])[NH:11][N:10]=2)[N:5]2[CH:15]=[C:16]([CH2:18][CH3:19])[N:17]=[C:4]2[CH:3]=1.[SH:20][C:21]1[CH:26]=[CH:25][C:24]([NH:27][C:28]([CH:30]2[CH2:32][CH2:31]2)=[O:29])=[CH:23][CH:22]=1.C([O-])([O-])=O.[K+].[K+]. Product: [CH2:18]([C:16]1[N:17]=[C:4]2[CH:3]=[C:2]([S:20][C:21]3[CH:22]=[CH:23][C:24]([NH:27][C:28]([CH:30]4[CH2:31][CH2:32]4)=[O:29])=[CH:25][CH:26]=3)[N:7]=[C:6]([NH:8][C:9]3[CH:13]=[C:12]([CH3:14])[NH:11][N:10]=3)[N:5]2[CH:15]=1)[CH3:19]. The catalyst class is: 3. (3) Reactant: CC(C[AlH]CC(C)C)C.C1(C)C=CC=CC=1.C([O:19][C:20](=O)[CH:21]=[C:22]([C:30]1[CH:35]=[CH:34][C:33]([Br:36])=[CH:32][CH:31]=1)[C:23]1[CH:28]=[CH:27][C:26]([Br:29])=[CH:25][CH:24]=1)C.Cl. Product: [Br:29][C:26]1[CH:27]=[CH:28][C:23]([C:22]([C:30]2[CH:31]=[CH:32][C:33]([Br:36])=[CH:34][CH:35]=2)=[CH:21][CH2:20][OH:19])=[CH:24][CH:25]=1. The catalyst class is: 1. (4) Reactant: [F:1][C@:2]1([CH3:18])[C@H:6]([OH:7])[C@@H:5]([CH2:8][OH:9])[O:4][C@H:3]1[N:10]1[CH:17]=[CH:16][C:14]([NH2:15])=[N:13][C:11]1=[O:12].[C:19](Cl)(=[O:26])[C:20]1[CH:25]=[CH:24][CH:23]=[CH:22][CH:21]=1. Product: [C:19]([NH:15][C:14]1[CH:16]=[CH:17][N:10]([C@@H:3]2[O:4][C@H:5]([CH:8]([C:19](=[O:26])[C:20]3[CH:25]=[CH:24][CH:23]=[CH:22][CH:21]=3)[OH:9])[C@@:6]([C:19](=[O:26])[C:20]3[CH:25]=[CH:24][CH:23]=[CH:22][CH:21]=3)([OH:7])[C@:2]2([F:1])[CH3:18])[C:11](=[O:12])[N:13]=1)(=[O:26])[C:20]1[CH:25]=[CH:24][CH:23]=[CH:22][CH:21]=1. The catalyst class is: 17. (5) Reactant: Br[C:2]1[CH:3]=[CH:4][C:5]([O:10][C@H:11]2[CH2:16][CH2:15][N:14]([CH:17]=[O:18])[CH2:13][C@H:12]2[F:19])=[C:6]([CH:9]=1)[C:7]#[N:8].[B:20]1([B:20]2[O:24][C:23]([CH3:26])([CH3:25])[C:22]([CH3:28])([CH3:27])[O:21]2)[O:24][C:23]([CH3:26])([CH3:25])[C:22]([CH3:28])([CH3:27])[O:21]1.C([O-])(=O)C.[K+].ClCCl. Product: [F:19][C@H:12]1[C@@H:11]([O:10][C:5]2[CH:4]=[CH:3][C:2]([B:20]3[O:24][C:23]([CH3:26])([CH3:25])[C:22]([CH3:28])([CH3:27])[O:21]3)=[CH:9][C:6]=2[C:7]#[N:8])[CH2:16][CH2:15][N:14]([CH:17]=[O:18])[CH2:13]1. The catalyst class is: 12. (6) Reactant: [F:1][C:2]1[CH:3]=[C:4]([CH:33]=[C:34]([F:36])[CH:35]=1)[CH2:5][C@H:6]1[C@@H:10]([C@H:11]2[CH2:20][C:19]3[C:14](=[C:15]([O:21][Si:22]([CH:29]([CH3:31])[CH3:30])([CH:26]([CH3:28])[CH3:27])[CH:23]([CH3:25])[CH3:24])[CH:16]=[CH:17][CH:18]=3)[CH2:13][NH:12]2)[O:9][C:8](=[O:32])[NH:7]1.C(=O)([O-])[O-].[K+].[K+].Br[CH:44]([C:51]1[CH:56]=[CH:55][CH:54]=[CH:53][CH:52]=1)[C:45]1[CH:50]=[CH:49][CH:48]=[CH:47][CH:46]=1. Product: [F:36][C:34]1[CH:33]=[C:4]([CH:3]=[C:2]([F:1])[CH:35]=1)[CH2:5][C@H:6]1[C@@H:10]([C@H:11]2[CH2:20][C:19]3[C:14](=[C:15]([O:21][Si:22]([CH:29]([CH3:30])[CH3:31])([CH:23]([CH3:24])[CH3:25])[CH:26]([CH3:27])[CH3:28])[CH:16]=[CH:17][CH:18]=3)[CH2:13][N:12]2[CH:44]([C:45]2[CH:50]=[CH:49][CH:48]=[CH:47][CH:46]=2)[C:51]2[CH:56]=[CH:55][CH:54]=[CH:53][CH:52]=2)[O:9][C:8](=[O:32])[NH:7]1. The catalyst class is: 10. (7) Reactant: [OH-].[Na+].C([NH:11][C:12]1[CH:20]=[CH:19][C:18]([C:21]([C:23]2[N:27]3[CH:28]=[CH:29][CH:30]=[CH:31][C:26]3=[C:25]([C:32]3[CH:37]=[CH:36][C:35]([O:38][CH3:39])=[CH:34][CH:33]=3)[N:24]=2)=[O:22])=[CH:17][C:13]=1[C:14]([OH:16])=[O:15])(=O)C1C=CC=CC=1.S([O-])(O)(=O)=O.[K+]. Product: [NH2:11][C:12]1[CH:20]=[CH:19][C:18]([C:21]([C:23]2[N:27]3[CH:28]=[CH:29][CH:30]=[CH:31][C:26]3=[C:25]([C:32]3[CH:33]=[CH:34][C:35]([O:38][CH3:39])=[CH:36][CH:37]=3)[N:24]=2)=[O:22])=[CH:17][C:13]=1[C:14]([OH:16])=[O:15]. The catalyst class is: 12. (8) Reactant: [CH2:1]([C@H:8]1[CH2:12][O:11][C:10](=[O:13])[N:9]1[C:14](=[O:25])[CH2:15][CH2:16][C:17]1[CH:22]=[C:21]([F:23])[CH:20]=[C:19]([F:24])[CH:18]=1)[C:2]1[CH:7]=[CH:6][CH:5]=[CH:4][CH:3]=1.B(OS(C(F)(F)F)(=O)=O)(CCCC)CCCC.CCN(C(C)C)C(C)C.[C:52]([O:56][C:57]([N:59]1[C@@H:68]([C:69](O)=[O:70])[CH2:67][C:66]2[C:61](=[CH:62][CH:63]=[CH:64][CH:65]=2)[CH2:60]1)=[O:58])([CH3:55])([CH3:54])[CH3:53]. Product: [F:24][C:19]1[CH:18]=[C:17]([CH:22]=[C:21]([F:23])[CH:20]=1)[CH2:16][C@H:15]([C:14]([N:9]1[C@@H:8]([CH2:1][C:2]2[CH:3]=[CH:4][CH:5]=[CH:6][CH:7]=2)[CH2:12][O:11][C:10]1=[O:13])=[O:25])[C@@H:69]([C@H:68]1[CH2:67][C:66]2[C:61](=[CH:62][CH:63]=[CH:64][CH:65]=2)[CH2:60][N:59]1[C:57]([O:56][C:52]([CH3:55])([CH3:54])[CH3:53])=[O:58])[OH:70]. The catalyst class is: 61. (9) Reactant: [N:1]([CH2:4][C:5]([O:7][CH2:8][CH3:9])=[O:6])=[C:2]=[O:3].Cl.O1CCOCC1.[O:17]1[CH2:22][CH2:21][CH:20]([OH:23])[CH2:19][CH2:18]1. Product: [O:17]1[CH2:22][CH2:21][CH:20]([O:23][C:2]([NH:1][CH2:4][C:5]([O:7][CH2:8][CH3:9])=[O:6])=[O:3])[CH2:19][CH2:18]1. The catalyst class is: 4.